This data is from Reaction yield outcomes from USPTO patents with 853,638 reactions. The task is: Predict the reaction yield, written as a fraction of the theoretical maximum amount of product (1.0 means a 100% yield; for example, 0.34 means a 34% yield). (1) The reactants are [CH2:1]([O:8][C:9]1[CH:14]=[CH:13][CH:12]=[CH:11][C:10]=1[C:15]([C:17]1[CH:22]=[CH:21][CH:20]=[C:19]([C:23]2[CH:28]=[CH:27][CH:26]=[CH:25][CH:24]=2)[N:18]=1)=[O:16])[C:2]1[CH:7]=[CH:6][CH:5]=[CH:4][CH:3]=1.[Li][CH3:30].[Li+].[Br-].O. The catalyst is C1COCC1. The product is [CH2:1]([O:8][C:9]1[CH:14]=[CH:13][CH:12]=[CH:11][C:10]=1[C:15]([C:17]1[CH:22]=[CH:21][CH:20]=[C:19]([C:23]2[CH:28]=[CH:27][CH:26]=[CH:25][CH:24]=2)[N:18]=1)([OH:16])[CH3:30])[C:2]1[CH:3]=[CH:4][CH:5]=[CH:6][CH:7]=1. The yield is 0.980. (2) The reactants are C([O:4][C@H:5]1[CH2:22][CH2:21][C@@:20]2([CH3:23])[C:7](=[CH:8][CH2:9][C@@H:10]3[C@@H:19]2[CH2:18][CH2:17][C@@:15]2([CH3:16])[C@H:11]3[CH2:12][CH:13]=[C:14]2[N:24]2[C:28]3[CH:29]=[CH:30][CH:31]=[CH:32][C:27]=3[N:26]=[CH:25]2)[CH2:6]1)(=O)C.[OH-].[K+]. The catalyst is CO. The product is [OH:4][C@H:5]1[CH2:22][CH2:21][C@@:20]2([CH3:23])[C:7](=[CH:8][CH2:9][C@@H:10]3[C@@H:19]2[CH2:18][CH2:17][C@@:15]2([CH3:16])[C@H:11]3[CH2:12][CH:13]=[C:14]2[N:24]2[C:28]3[CH:29]=[CH:30][CH:31]=[CH:32][C:27]=3[N:26]=[CH:25]2)[CH2:6]1. The yield is 0.940. (3) The reactants are [Br:1][C:2]1[N:3]=[C:4]2[C:11]([CH:12]=[O:13])=[CH:10][N:9]([CH2:14][O:15][CH2:16][CH2:17][Si:18]([CH3:21])([CH3:20])[CH3:19])[C:5]2=[N:6][C:7]=1[Cl:8].S(=O)(=O)([OH:24])N.Cl([O-])=O.[Na+].P([O-])(O)(O)=O.[K+]. The catalyst is O.O1CCOCC1. The product is [Br:1][C:2]1[N:3]=[C:4]2[C:11]([C:12]([OH:24])=[O:13])=[CH:10][N:9]([CH2:14][O:15][CH2:16][CH2:17][Si:18]([CH3:21])([CH3:20])[CH3:19])[C:5]2=[N:6][C:7]=1[Cl:8]. The yield is 0.790. (4) The reactants are [Cl:1][C:2]1[N:3]=[C:4]([CH3:12])[C:5]2[CH:10]([CH3:11])[CH2:9][NH:8][C:6]=2[N:7]=1.[O-]P([O-])([O-])=O.[K+].[K+].[K+].[C:21]([O:25][C:26](=[O:35])[CH2:27][C:28]1[CH:33]=[CH:32][C:31](I)=[CH:30][CH:29]=1)([CH3:24])([CH3:23])[CH3:22]. The catalyst is O1CCOCC1.[Cu]I. The product is [Cl:1][C:2]1[N:3]=[C:4]([CH3:12])[C:5]2[CH:10]([CH3:11])[CH2:9][N:8]([C:31]3[CH:32]=[CH:33][C:28]([CH2:27][C:26]([O:25][C:21]([CH3:24])([CH3:23])[CH3:22])=[O:35])=[CH:29][CH:30]=3)[C:6]=2[N:7]=1. The yield is 0.426. (5) The reactants are [CH2:1]([N:8]1[CH2:13][CH2:12][C:11]2([C:21]3[C:16](=[CH:17][CH:18]=[CH:19][C:20]=3Br)[N:15]([C:23]([O:25][C:26]([CH3:29])([CH3:28])[CH3:27])=[O:24])[CH2:14]2)[CH2:10][CH2:9]1)[C:2]1[CH:7]=[CH:6][CH:5]=[CH:4][CH:3]=1.[CH:30](=[O:32])[CH3:31]. The catalyst is C1COCC1. The product is [CH2:1]([N:8]1[CH2:13][CH2:12][C:11]2([C:21]3[C:16](=[CH:17][CH:18]=[CH:19][C:20]=3[CH:30]([OH:32])[CH3:31])[N:15]([C:23]([O:25][C:26]([CH3:29])([CH3:28])[CH3:27])=[O:24])[CH2:14]2)[CH2:10][CH2:9]1)[C:2]1[CH:7]=[CH:6][CH:5]=[CH:4][CH:3]=1. The yield is 0.760.